From a dataset of Forward reaction prediction with 1.9M reactions from USPTO patents (1976-2016). Predict the product of the given reaction. (1) Given the reactants C([Li])CCC.Br[C:7]1[CH:21]=[CH:20][C:10]([N:11]([Si](C)(C)C)[Si](C)(C)C)=[CH:9][CH:8]=1.[C:22](=[N:25][S:26]([C:28]([CH3:31])([CH3:30])[CH3:29])=[O:27])([CH3:24])[CH3:23], predict the reaction product. The product is: [NH2:11][C:10]1[CH:20]=[CH:21][C:7]([C:22]([NH:25][S:26]([C:28]([CH3:31])([CH3:30])[CH3:29])=[O:27])([CH3:24])[CH3:23])=[CH:8][CH:9]=1. (2) Given the reactants [CH2:1]([C:8]1[CH:17]=[C:16]2[C:11]([CH:12]=[C:13]([C:22]([OH:24])=[O:23])[C@H:14]([C:18]([F:21])([F:20])[F:19])[O:15]2)=[CH:10][C:9]=1[Cl:25])[C:2]1[CH:7]=[CH:6][CH:5]=[CH:4][CH:3]=1.[CH3:26][C@@H:27]([NH2:34])[C:28]1[CH:33]=[CH:32][CH:31]=[CH:30][CH:29]=1, predict the reaction product. The product is: [C:28]1([C@H:27]([NH2:34])[CH3:26])[CH:33]=[CH:32][CH:31]=[CH:30][CH:29]=1.[CH2:1]([C:8]1[CH:17]=[C:16]2[C:11]([CH:12]=[C:13]([C:22]([OH:24])=[O:23])[C@H:14]([C:18]([F:20])([F:21])[F:19])[O:15]2)=[CH:10][C:9]=1[Cl:25])[C:2]1[CH:3]=[CH:4][CH:5]=[CH:6][CH:7]=1. (3) Given the reactants [CH2:1]([S:8][C:9]1[N:10]=[CH:11][C:12]2[CH:18]=[C:17]([C:19]3[CH:24]=[CH:23][CH:22]=[CH:21][CH:20]=3)[C:16](Cl)=[N:15][C:13]=2[N:14]=1)C1C=CC=CC=1.C(=O)([O-])[O-].[Cs+].[Cs+].[C:32]([O:36][C:37]([NH:39][CH2:40][C:41]1[CH:46]=[CH:45][C:44](B(O)O)=[CH:43][CH:42]=1)=[O:38])([CH3:35])([CH3:34])[CH3:33].C(O)C, predict the reaction product. The product is: [CH3:1][S:8][C:9]1[N:10]=[CH:11][C:12]2[CH:18]=[C:17]([C:19]3[CH:20]=[CH:21][CH:22]=[CH:23][CH:24]=3)[C:16]([C:44]3[CH:45]=[CH:46][C:41]([CH2:40][NH:39][C:37](=[O:38])[O:36][C:32]([CH3:33])([CH3:34])[CH3:35])=[CH:42][CH:43]=3)=[N:15][C:13]=2[N:14]=1. (4) Given the reactants C/C(/C=C/C=C(/C=C/C(O)=O)\C)=C\C=C\C=C(\C=C\C=C(/C=C/C(OC)=[O:17])\C)/C.[CH3:30]/[C:31](/[CH:48]=[CH:49]/[CH:50]=[C:51](\[CH3:57])/[CH:52]=[CH:53]/[C:54]([OH:56])=[O:55])=[CH:32]\[CH:33]=[CH:34]\[CH:35]=[C:36](/[CH3:47])\[CH:37]=[CH:38]\[CH:39]=[C:40](/[CH3:46])\[CH:41]=[CH:42]\[C:43]([OH:45])=[O:44], predict the reaction product. The product is: [OH-:17].[CH3:47]/[C:36](/[CH:37]=[CH:38]/[CH:39]=[C:40](\[CH3:46])/[CH:41]=[CH:42]/[C:43]([OH:45])=[O:44])=[CH:35]\[CH:34]=[CH:33]\[CH:32]=[C:31](/[CH3:30])\[CH:48]=[CH:49]\[CH:50]=[C:51](/[CH3:57])\[CH:52]=[CH:53]\[C:54]([OH:56])=[O:55]. (5) The product is: [CH3:23][C:22]1[CH:3]=[N:1][NH:2][C:21]=1[C:20]([O:19][CH3:18])=[O:25]. Given the reactants [N+:1](=[CH2:3])=[N-:2].CC1C=CC(S(N(N=O)C)(=O)=O)=CC=1.[CH3:18][O:19][C:20](=[O:25])[C:21](Br)=[CH:22][CH3:23].C(O)(=O)C, predict the reaction product. (6) Given the reactants [CH3:1][O:2][CH:3]=[C:4]([C:24]([O:26][CH3:27])=[O:25])[O:5][C:6]1[CH:14]=[CH:13][CH:12]=[C:11]([O:15][C:16]([C:20]([O:22][CH3:23])=[O:21])=[CH:17][O:18][CH3:19])[C:7]=1[C:8]([OH:10])=[O:9].C(=O)([O-])[O-].[K+].[K+].[CH2:34](Br)[C:35]#[CH:36].O, predict the reaction product. The product is: [CH3:19][O:18][CH:17]=[C:16]([C:20]([O:22][CH3:23])=[O:21])[O:15][C:11]1[CH:12]=[CH:13][CH:14]=[C:6]([O:5][C:4]([C:24]([O:26][CH3:27])=[O:25])=[CH:3][O:2][CH3:1])[C:7]=1[C:8]([O:10][CH2:36][C:35]#[CH:34])=[O:9].